Dataset: Catalyst prediction with 721,799 reactions and 888 catalyst types from USPTO. Task: Predict which catalyst facilitates the given reaction. Reactant: C([O:3][C:4](=[O:25])[CH2:5][CH2:6][NH:7][C:8]([C:10]1[C:14]([NH:15][C:16]([C:18]2[CH:23]=[CH:22][CH:21]=[C:20]([CH3:24])[N:19]=2)=[O:17])=[CH:13][NH:12][N:11]=1)=[O:9])C.[OH-].[Na+].CO.Cl. Product: [CH3:24][C:20]1[N:19]=[C:18]([C:16]([NH:15][C:14]2[C:10]([C:8]([NH:7][CH2:6][CH2:5][C:4]([OH:25])=[O:3])=[O:9])=[N:11][NH:12][CH:13]=2)=[O:17])[CH:23]=[CH:22][CH:21]=1. The catalyst class is: 1.